From a dataset of Forward reaction prediction with 1.9M reactions from USPTO patents (1976-2016). Predict the product of the given reaction. (1) Given the reactants [CH3:1][O:2][C:3]1[CH:8]=[CH:7][C:6]([CH2:9][C:10]([OH:12])=O)=[CH:5][CH:4]=1.[C:13]1([O:19][CH3:20])[CH:18]=[CH:17][CH:16]=[CH:15][CH:14]=1.[Al+3].[Cl-].[Cl-].[Cl-], predict the reaction product. The product is: [CH3:20][O:19][C:13]1[CH:18]=[CH:17][C:16]([C:10](=[O:12])[CH2:9][C:6]2[CH:5]=[CH:4][C:3]([O:2][CH3:1])=[CH:8][CH:7]=2)=[CH:15][CH:14]=1. (2) Given the reactants [F:1][C:2]1[CH:7]=[C:6]([N+:8]([O-:10])=[O:9])[CH:5]=[CH:4][C:3]=1[C:11]([CH3:15])([CH3:14])[C:12]#[N:13].B.C1COCC1, predict the reaction product. The product is: [F:1][C:2]1[CH:7]=[C:6]([N+:8]([O-:10])=[O:9])[CH:5]=[CH:4][C:3]=1[C:11]([CH3:15])([CH3:14])[CH2:12][NH2:13]. (3) The product is: [C:1]([C:3]1([NH:4][C:5](=[O:33])[C@H:6]([CH2:29][CH:30]([CH3:31])[CH3:32])[NH:7][C@@H:8]([C:13]2[CH:18]=[CH:17][C:16]([C:19]3[CH:20]=[CH:21][C:22]([S:25]([CH3:28])(=[O:27])=[O:26])=[CH:23][CH:24]=3)=[CH:15][CH:14]=2)[C:9]([F:10])([F:12])[F:11])[CH2:45][CH2:44]1)#[N:2]. Given the reactants [C:1]([CH2:3][NH:4][C:5](=[O:33])[C@H:6]([CH2:29][CH:30]([CH3:32])[CH3:31])[NH:7][C@@H:8]([C:13]1[CH:18]=[CH:17][C:16]([C:19]2[CH:24]=[CH:23][C:22]([S:25]([CH3:28])(=[O:27])=[O:26])=[CH:21][CH:20]=2)=[CH:15][CH:14]=1)[C:9]([F:12])([F:11])[F:10])#[N:2].F[P-](F)(F)(F)(F)F.N1(OC(N(C)C)=[N+](C)C)[C:45]2N=CC=C[C:44]=2N=N1.Cl.C1(N)CC1.[Cl-].[NH4+], predict the reaction product. (4) Given the reactants CN(C(ON1N=NC2C=CC=NC1=2)=[N+](C)C)C.F[P-](F)(F)(F)(F)F.[C:25]([N:28]1[C:37]2[C:32](=[CH:33][C:34]([NH2:38])=[CH:35][CH:36]=2)[C:31]([C:40]2[CH:45]=[CH:44][CH:43]=[CH:42][CH:41]=2)([CH3:39])[CH2:30][C:29]1([CH3:47])[CH3:46])(=[O:27])[CH3:26].[Br:48][C:49]1[CH:50]=[CH:51][C:52]([NH:58][CH3:59])=[C:53]([CH:57]=1)[C:54](O)=[O:55].C(N(CC)C(C)C)(C)C, predict the reaction product. The product is: [C:25]([N:28]1[C:37]2[C:32](=[CH:33][C:34]([NH:38][C:54](=[O:55])[C:53]3[CH:57]=[C:49]([Br:48])[CH:50]=[CH:51][C:52]=3[NH:58][CH3:59])=[CH:35][CH:36]=2)[C:31]([C:40]2[CH:45]=[CH:44][CH:43]=[CH:42][CH:41]=2)([CH3:39])[CH2:30][C:29]1([CH3:47])[CH3:46])(=[O:27])[CH3:26]. (5) Given the reactants Cl.[CH2:2]([N:9]1[CH2:14][CH2:13][CH:12]([N:15]([CH3:27])[C:16](=[O:26])[CH2:17][O:18][C:19]2[CH:24]=[N:23][CH:22]=[C:21]([Cl:25])[N:20]=2)[CH2:11][CH2:10]1)[C:3]1[CH:8]=[CH:7][CH:6]=[CH:5][CH:4]=1.Cl.[CH3:29][NH:30][CH3:31], predict the reaction product. The product is: [ClH:25].[CH2:2]([N:9]1[CH2:14][CH2:13][CH:12]([N:15]([CH3:27])[C:16](=[O:26])[CH2:17][O:18][C:19]2[CH:24]=[N:23][CH:22]=[C:21]([N:30]([CH3:31])[CH3:29])[N:20]=2)[CH2:11][CH2:10]1)[C:3]1[CH:8]=[CH:7][CH:6]=[CH:5][CH:4]=1. (6) Given the reactants FC1C=C([C:12]2[N:17]=[C:16]3[N:18]([CH2:21][C:22]4[CH:23]=[C:24]5[C:29](=[CH:30][CH:31]=4)[N:28]=[CH:27][CH:26]=[CH:25]5)[N:19]=[N:20][C:15]3=[CH:14][CH:13]=2)C=CC=1C(NC)=O.[CH3:32][C:33]1[CH:34]=[C:35](B(O)O)[S:36][CH:37]=1.C(=O)([O-])[O-].[K+].[K+].O1CCOCC1, predict the reaction product. The product is: [CH3:32][C:33]1[CH:34]=[C:35]([C:12]2[N:17]=[C:16]3[N:18]([CH2:21][C:22]4[CH:23]=[C:24]5[C:29](=[CH:30][CH:31]=4)[N:28]=[CH:27][CH:26]=[CH:25]5)[N:19]=[N:20][C:15]3=[CH:14][CH:13]=2)[S:36][CH:37]=1.